Dataset: Full USPTO retrosynthesis dataset with 1.9M reactions from patents (1976-2016). Task: Predict the reactants needed to synthesize the given product. The reactants are: [OH:1][C:2]1[CH:10]=[C:9]2[C:5]([C:6]([C:21]([NH:23][CH2:24][C:25]3[CH:26]=[N:27][C:28]([C:31]([F:34])([F:33])[F:32])=[CH:29][CH:30]=3)=[O:22])=[C:7]([CH:18]([CH3:20])[CH3:19])[N:8]2[CH2:11][C:12]2[CH:17]=[CH:16][CH:15]=[CH:14][N:13]=2)=[CH:4][CH:3]=1.[CH:35]1(I)[CH2:39][CH2:38][CH2:37][CH2:36]1. Given the product [CH:35]1([O:1][C:2]2[CH:10]=[C:9]3[C:5]([C:6]([C:21]([NH:23][CH2:24][C:25]4[CH:26]=[N:27][C:28]([C:31]([F:34])([F:33])[F:32])=[CH:29][CH:30]=4)=[O:22])=[C:7]([CH:18]([CH3:19])[CH3:20])[N:8]3[CH2:11][C:12]3[CH:17]=[CH:16][CH:15]=[CH:14][N:13]=3)=[CH:4][CH:3]=2)[CH2:39][CH2:38][CH2:37][CH2:36]1, predict the reactants needed to synthesize it.